From a dataset of Full USPTO retrosynthesis dataset with 1.9M reactions from patents (1976-2016). Predict the reactants needed to synthesize the given product. Given the product [CH2:5]([NH:1][CH2:26][C:25]1[C:24]2([CH2:31][CH2:30][CH2:29][CH2:28][CH2:27]2)[NH:23][S:22](=[O:33])(=[O:32])[C:21]=1[C:18]1[CH:19]=[CH:20][C:15]([CH3:14])=[CH:16][CH:17]=1)[CH3:4], predict the reactants needed to synthesize it. The reactants are: [NH:1]1[C:5]2(CCCCC2)[CH:4]=CS1(=O)=O.Br[CH2:14][C:15]1[CH:20]=[CH:19][C:18]([C:21]2[S:22](=[O:33])(=[O:32])[NH:23][C:24]3([CH2:31][CH2:30][CH2:29][CH2:28][CH2:27]3)[C:25]=2[CH3:26])=[CH:17][CH:16]=1.C(N)C.